From a dataset of Retrosynthesis with 50K atom-mapped reactions and 10 reaction types from USPTO. Predict the reactants needed to synthesize the given product. Given the product O=S(=O)(c1ccc(Cl)cc1)C12CCCN(CCCO)C1COc1c(F)ccc(F)c12, predict the reactants needed to synthesize it. The reactants are: O=S(=O)(c1ccc(Cl)cc1)C12CCCN(CCCOCc3ccccc3)C1COc1c(F)ccc(F)c12.